Predict the product of the given reaction. From a dataset of Forward reaction prediction with 1.9M reactions from USPTO patents (1976-2016). (1) Given the reactants [NH:1]1[CH2:6][CH2:5][CH:4]=[CH:3][C:2]1=[O:7].[Br:8][C:9]1[CH:10]=[CH:11][C:12]2[S:16](=[O:18])(=[O:17])[NH:15][CH:14]([CH3:19])[C:13]=2[CH:20]=1.C([O-])([O-])=O.[Cs+].[Cs+], predict the reaction product. The product is: [Br:8][C:9]1[CH:10]=[CH:11][C:12]2[S:16](=[O:17])(=[O:18])[N:15]([CH:4]3[CH2:5][CH2:6][NH:1][C:2](=[O:7])[CH2:3]3)[CH:14]([CH3:19])[C:13]=2[CH:20]=1. (2) The product is: [CH3:42][N:41]([CH3:43])[S:38]([C:34]1[CH:33]=[C:32]([CH2:30][N:3]([CH2:4][C:5]2[CH:10]=[CH:9][C:8]([CH2:11][N:12]3[CH2:13][CH2:14][N:15]([C:18]4[C:23]([C:24]([O:26][CH:27]([CH3:28])[CH3:29])=[O:25])=[CH:22][CH:21]=[CH:20][N:19]=4)[CH2:16][CH2:17]3)=[CH:7][CH:6]=2)[CH2:1][CH3:2])[CH:37]=[CH:36][CH:35]=1)(=[O:40])=[O:39]. Given the reactants [CH2:1]([NH:3][CH2:4][C:5]1[CH:10]=[CH:9][C:8]([CH2:11][N:12]2[CH2:17][CH2:16][N:15]([C:18]3[C:23]([C:24]([O:26][CH:27]([CH3:29])[CH3:28])=[O:25])=[CH:22][CH:21]=[CH:20][N:19]=3)[CH2:14][CH2:13]2)=[CH:7][CH:6]=1)[CH3:2].[CH:30]([C:32]1[CH:33]=[C:34]([S:38]([N:41]([CH3:43])[CH3:42])(=[O:40])=[O:39])[CH:35]=[CH:36][CH:37]=1)=O.C(O)(=O)C.C([BH3-])#N.[Na+], predict the reaction product. (3) Given the reactants [CH:1]1([N:7]2[C:11]([CH2:12][O:13][CH3:14])=[C:10]([C:15]([O:17]C)=O)[CH:9]=[N:8]2)[CH2:6][CH2:5][CH2:4][CH2:3][CH2:2]1.O[N:20]=[C:21]([C:23]1[CH:28]=[CH:27][C:26]([CH2:29][OH:30])=[CH:25][CH:24]=1)[NH2:22], predict the reaction product. The product is: [CH:1]1([N:7]2[C:11]([CH2:12][O:13][CH3:14])=[C:10]([C:15]3[O:17][N:22]=[C:21]([C:23]4[CH:28]=[CH:27][C:26]([CH2:29][OH:30])=[CH:25][CH:24]=4)[N:20]=3)[CH:9]=[N:8]2)[CH2:2][CH2:3][CH2:4][CH2:5][CH2:6]1. (4) Given the reactants [Mg].II.Cl[CH2:5][CH2:6][CH2:7][CH2:8][CH2:9][CH3:10].Cl.[C:12]([OH:17])(=O)[C:13](O)=O.[OH2:18], predict the reaction product. The product is: [CH:10]1([C:12]2([OH:17])[CH2:13][CH:10]3[CH:6]([CH2:7][C:8](=[O:18])[CH2:9]3)[CH2:5]2)[CH2:9][CH2:8][CH2:7][CH2:6][CH2:5]1. (5) Given the reactants Br[C:2]1[CH:3]=[C:4]2[C:9](=[CH:10][CH:11]=1)[N:8]=[CH:7][N:6]=[CH:5]2.[SiH](CC)(CC)CC.CN([CH:22]=[O:23])C, predict the reaction product. The product is: [N:8]1[C:9]2[C:4](=[CH:3][C:2]([CH:22]=[O:23])=[CH:11][CH:10]=2)[CH:5]=[N:6][CH:7]=1. (6) Given the reactants [C:1]1([CH2:11][CH2:12][C@H:13]2[CH2:18][NH:17][CH2:16][CH2:15][NH:14]2)[C:10]2[C:5](=[CH:6][CH:7]=[CH:8][CH:9]=2)[CH:4]=[CH:3][CH:2]=1.[CH3:19][C:20]1[S:29][C:28]2[NH:27][C:26]3[CH:30]=[CH:31][CH:32]=[CH:33][C:25]=3[N:24]=[C:23](N)[C:22]=2[CH:21]=1.C1(C)C=CC=CC=1.C(N(C(C)C)C(C)C)C, predict the reaction product. The product is: [CH3:19][C:20]1[S:29][C:28]2[NH:27][C:26]3[CH:30]=[CH:31][CH:32]=[CH:33][C:25]=3[N:24]=[C:23]([N:17]3[CH2:16][CH2:15][NH:14][C@@H:13]([CH2:12][CH2:11][C:1]4[C:10]5[C:5](=[CH:6][CH:7]=[CH:8][CH:9]=5)[CH:4]=[CH:3][CH:2]=4)[CH2:18]3)[C:22]=2[CH:21]=1.